Task: Predict the product of the given reaction.. Dataset: Forward reaction prediction with 1.9M reactions from USPTO patents (1976-2016) (1) The product is: [N+:8]([C:11]1[CH:12]=[CH:13][C:14]([N:17]2[C:18]3[N:3]4[CH:4]=[CH:5][CH:6]=[CH:7][C:2]4=[N:1][C:19]=3[C:21]3[C:22](=[CH:27][CH:28]=[CH:29][CH:30]=3)[C:23]2=[O:25])=[CH:15][CH:16]=1)([O-:10])=[O:9]. Given the reactants [NH2:1][C:2]1[CH:7]=[CH:6][CH:5]=[CH:4][N:3]=1.[N+:8]([C:11]1[CH:16]=[CH:15][C:14]([N+:17]#[C-:18])=[CH:13][CH:12]=1)([O-:10])=[O:9].[CH:19]([C:21]1[CH:30]=[CH:29][CH:28]=[CH:27][C:22]=1[C:23]([O:25]C)=O)=O.Cl(O)(=O)(=O)=O.CC(C)([O-])C.[K+], predict the reaction product. (2) Given the reactants [CH2:1]([O:3][C:4]1[CH:9]=[CH:8][C:7]([C:10]2[CH:18]=[CH:17][CH:16]=[C:15]3[C:11]=2[CH2:12][CH2:13][C:14]3=[O:19])=[C:6]([OH:20])[C:5]=1[O:21][CH3:22])[CH3:2].C(=O)([O-])[O-].[K+].[K+].[CH2:29](I)[CH3:30], predict the reaction product. The product is: [CH2:29]([O:20][C:6]1[C:5]([O:21][CH3:22])=[C:4]([O:3][CH2:1][CH3:2])[CH:9]=[CH:8][C:7]=1[C:10]1[CH:18]=[CH:17][CH:16]=[C:15]2[C:11]=1[CH2:12][CH2:13][C:14]2=[O:19])[CH3:30]. (3) The product is: [CH3:27][O:28][C:29]1[N:30]=[CH:31][C:32]([C:2]2[CH:7]=[CH:6][C:5]([NH:8][S:9]([C:12]3[S:16][C:15]4[CH:17]=[CH:18][C:19]([F:21])=[CH:20][C:14]=4[C:13]=3[CH3:22])(=[O:10])=[O:11])=[C:4]([C:23]([F:25])([F:26])[F:24])[CH:3]=2)=[CH:33][CH:34]=1. Given the reactants Br[C:2]1[CH:7]=[CH:6][C:5]([NH:8][S:9]([C:12]2[S:16][C:15]3[CH:17]=[CH:18][C:19]([F:21])=[CH:20][C:14]=3[C:13]=2[CH3:22])(=[O:11])=[O:10])=[C:4]([C:23]([F:26])([F:25])[F:24])[CH:3]=1.[CH3:27][O:28][C:29]1[CH:34]=[CH:33][C:32](B(O)O)=[CH:31][N:30]=1, predict the reaction product. (4) Given the reactants N1C2[C:4](=[CH:5]C=CC=2)[C:3]([C:10]2[N:11]=[C:12]3[C:18]([C:19](=[O:24])[C:20]([CH3:23])([CH3:22])[CH3:21])=[CH:17][N:16](COCC[Si](C)(C)C)[C:13]3=[N:14][CH:15]=2)=C1.C(=O)([O-])[O-].[Cs+].[Cs+].[H-].[Na+].[H][H], predict the reaction product. The product is: [CH3:22][C:20]([CH3:21])([CH3:23])[C:19]([C:18]1[C:12]2[C:13](=[N:14][CH:15]=[C:10]([C:3]3[CH:3]=[CH:10][N:11]=[C:5]([N:16]4[CH2:17][CH2:18][CH2:12][CH2:13]4)[CH:4]=3)[N:11]=2)[NH:16][CH:17]=1)=[O:24]. (5) Given the reactants [CH3:1][CH2:2]N=C=NCCCN(C)C.[CH:12]1[CH:13]=[CH:14][C:15]2[N:20](O)N=[N:18][C:16]=2[CH:17]=1, predict the reaction product. The product is: [N:20]1[C:15]2[C:16](=[CH:17][CH:12]=[CH:13][CH:14]=2)[N:18]=[CH:2][CH:1]=1.